Task: Predict hERG channel inhibition at various concentrations.. Dataset: hERG Central: cardiac toxicity at 1µM, 10µM, and general inhibition (1) The drug is Cc1occc1-c1nnc(SCC(=O)c2ccc(Cl)cc2)n1CC1CCCO1. Results: hERG_inhib (hERG inhibition (general)): blocker. (2) The drug is O=C(COc1ccc2ccccc2c1)N1CCN(C(=O)c2ccco2)CC1. Results: hERG_inhib (hERG inhibition (general)): blocker. (3) The compound is Nc1nc2n(n1)C(c1c(F)cccc1Cl)CC(c1ccc(F)cc1)N2. Results: hERG_inhib (hERG inhibition (general)): blocker. (4) The molecule is COc1ccc(C(=O)NC2CC2)cc1OC1CCN(Cc2ccccc2)CC1. Results: hERG_inhib (hERG inhibition (general)): blocker. (5) Results: hERG_inhib (hERG inhibition (general)): blocker. The compound is c1ccc2c(c1)NC(c1ccncc1)n1c-2nc2ccccc21.